Dataset: Experimentally validated miRNA-target interactions with 360,000+ pairs, plus equal number of negative samples. Task: Binary Classification. Given a miRNA mature sequence and a target amino acid sequence, predict their likelihood of interaction. (1) The miRNA is hsa-miR-513b-3p with sequence AAAUGUCACCUUUUUGAGAGGA. The protein sequence of the target gene is MAVETRAELVGKRFLCVAVGDEARSERWESGRGWRSWRAGVIRAVSHRDSRNPDLAVYVEFDDLEWDKREWVKVYEDFSTFLVEYHLIWAKRNDPSQTQGSKSKQIQWPALTFKPLVERNIPSSVTAVEFLVDKQLDFLTEDSAFQPYQDDIDSLNPVLRDNPQLHEEVKVWVKEQKVQEIFMQGPYSLNGYRVRVYRQDSATQWFTGIITHHDLFTRTMIVMNDQVLEPQNVDPSMVQMTFLDDVVHSLLKGENIGITSRRRSRANQNVNAVHSHYTRAQANSPRPAMNSQAAVPKQNT.... Result: 1 (interaction). (2) The miRNA is hsa-miR-6502-3p with sequence UAGACCAUCUUUCUAGAGUAU. The protein sequence of the target gene is MSVDPACPQSLPCFEASDCKESSPMPVICGPEENYPSLQMSSAEMPHTETVSPLPSSMDLLIQDSPDSSTSPKGKQPTSAEKSVAKKEDKVPVKKQKTRTVFSSTQLCVLNDRFQRQKYLSLQQMQELSNILNLSYKQVKTWFQNQRMKSKRWQKNNWPKNSNGVTQKASAPTYPSLYSSYHQGCLVNPTGNLPMWSNQTWNNSTWSNQTQNIQSWSNHSWNTQTWCTQSWNNQAWNSPFYNCGEESLQSCMQFQPNSPASDLEAALEAAGEGLNVIQQTTRYFSTPQTMDLFLNYSMNM.... Result: 1 (interaction).